From a dataset of Full USPTO retrosynthesis dataset with 1.9M reactions from patents (1976-2016). Predict the reactants needed to synthesize the given product. (1) Given the product [F:44][C:26]1[C:27]([C:38]2[CH:39]=[N:40][N:41]([CH3:43])[CH:42]=2)=[C:28]2[C:23](=[CH:24][CH:25]=1)[N:22]=[C:21]([C@@H:11]1[CH2:10][C@H:9]([OH:8])[CH2:13][NH:12]1)[N:30]([C:31]1[CH:32]=[CH:33][CH:34]=[CH:35][CH:36]=1)[C:29]2=[O:37], predict the reactants needed to synthesize it. The reactants are: [Si]([O:8][C@@H:9]1[CH2:13][N:12](C(OC(C)(C)C)=O)[C@H:11]([C:21]2[N:30]([C:31]3[CH:36]=[CH:35][CH:34]=[CH:33][CH:32]=3)[C:29](=[O:37])[C:28]3[C:23](=[CH:24][CH:25]=[C:26]([F:44])[C:27]=3[C:38]3[CH:39]=[N:40][N:41]([CH3:43])[CH:42]=3)[N:22]=2)[CH2:10]1)(C(C)(C)C)(C)C.OP(O)(O)=O.O.C([O-])(O)=O.[Na+]. (2) Given the product [Cl:1][C:2]1[CH:3]=[C:4]([C@@H:12]([CH2:22][CH:23]2[CH2:24][CH2:25][CH2:26][CH2:27]2)[C:13]([NH:15][C:16]2[CH:20]=[CH:19][N:18]([CH2:21][C:47]3[CH:55]=[CH:56][C:44]([O:43][CH3:42])=[CH:45][CH:46]=3)[N:17]=2)=[O:14])[CH:5]=[CH:6][C:7]=1[S:8]([CH3:11])(=[O:10])=[O:9], predict the reactants needed to synthesize it. The reactants are: [Cl:1][C:2]1[CH:3]=[C:4]([C@@H:12]([CH2:22][CH:23]2[CH2:27][CH2:26][CH2:25][CH2:24]2)[C:13]([NH:15][C:16]2[CH:20]=[CH:19][N:18]([CH3:21])[N:17]=2)=[O:14])[CH:5]=[CH:6][C:7]=1[S:8]([CH3:11])(=[O:10])=[O:9].C(Cl)(=O)C(Cl)=O.N1C(C)=CC=CC=1C.[CH3:42][O:43][C:44]1[CH:56]=[CH:55][C:47](CN2C=CC(N)=N2)=[CH:46][CH:45]=1. (3) Given the product [Cl:19][C:20]1[C:28]2[C:23](=[CH:24][CH:25]=[CH:26][CH:27]=2)[N:22]([C:29]2[CH:48]=[CH:47][C:32]([CH2:33][NH:34][C:35]([C:37]3([NH:40][C:9]([C:6]4[CH:5]=[C:4]([CH:1]5[CH2:2][CH2:3]5)[O:8][N:7]=4)=[O:11])[CH2:39][CH2:38]3)=[O:36])=[CH:31][CH:30]=2)[C:21]=1[C:50]1[N:51]=[N:52][N:53]([CH3:55])[N:54]=1, predict the reactants needed to synthesize it. The reactants are: [CH:1]1([C:4]2[O:8][N:7]=[C:6]([C:9]([OH:11])=O)[CH:5]=2)[CH2:3][CH2:2]1.C(N(CC)CC)C.[Cl:19][C:20]1[C:28]2[C:23](=[CH:24][CH:25]=[CH:26][CH:27]=2)[N:22]([C:29]2[CH:48]=[CH:47][C:32]([CH2:33][NH:34][C:35]([C:37]3([NH:40]C(=O)C(F)(F)F)[CH2:39][CH2:38]3)=[O:36])=[C:31](F)[CH:30]=2)[C:21]=1[C:50]1[N:51]=[N:52][N:53]([CH3:55])[N:54]=1.CN(C(ON1N=NC2C=CC=NC1=2)=[N+](C)C)C.F[P-](F)(F)(F)(F)F. (4) Given the product [OH:1][C@:2]1([C:30]([F:35])([F:36])[C:31]([F:32])([F:33])[F:34])[C@:18]2([CH3:19])[C@H:5]([C@H:6]3[C:15]([C@@H:16]([C:20]4[CH:21]=[CH:22][C:23]([C@H:26]([O:28][C:45](=[O:46])[C@@H:44]([NH:43][C:41]([O:40][CH2:37][CH:38]=[CH2:39])=[O:42])[CH3:48])[CH3:27])=[CH:24][CH:25]=4)[CH2:17]2)=[C:14]2[C:9](=[CH:10][C:11](=[O:29])[CH2:12][CH2:13]2)[CH2:8][CH2:7]3)[CH2:4][CH2:3]1, predict the reactants needed to synthesize it. The reactants are: [OH:1][C@:2]1([C:30]([F:36])([F:35])[C:31]([F:34])([F:33])[F:32])[C@:18]2([CH3:19])[C@H:5]([C@H:6]3[C:15]([C@@H:16]([C:20]4[CH:25]=[CH:24][C:23]([C@H:26]([OH:28])[CH3:27])=[CH:22][CH:21]=4)[CH2:17]2)=[C:14]2[C:9](=[CH:10][C:11](=[O:29])[CH2:12][CH2:13]2)[CH2:8][CH2:7]3)[CH2:4][CH2:3]1.[CH2:37]([O:40][C:41]([NH:43][C@@H:44]([CH3:48])[C:45](O)=[O:46])=[O:42])[CH:38]=[CH2:39]. (5) Given the product [NH2:1][C:2]1[N:7]=[CH:6][N:5]=[C:4]2[N:8]([CH:20]([C:22]3[O:23][C:24]4[C:29]([C:30](=[O:39])[C:31]=3[C:32]3[CH:37]=[CH:36][CH:35]=[C:34]([F:38])[CH:33]=3)=[CH:28][CH:27]=[CH:26][CH:25]=4)[CH3:21])[N:9]=[C:10]([C:11]3[CH:16]=[CH:15][C:14]([F:17])=[CH:13][C:12]=3[OH:18])[C:3]=12, predict the reactants needed to synthesize it. The reactants are: [NH2:1][C:2]1[N:7]=[CH:6][N:5]=[C:4]2[N:8]([CH:20]([C:22]3[O:23][C:24]4[C:29]([C:30](=[O:39])[C:31]=3[C:32]3[CH:37]=[CH:36][CH:35]=[C:34]([F:38])[CH:33]=3)=[CH:28][CH:27]=[CH:26][CH:25]=4)[CH3:21])[N:9]=[C:10]([C:11]3[CH:16]=[CH:15][C:14]([F:17])=[CH:13][C:12]=3[O:18]C)[C:3]=12. (6) The reactants are: C(OC(=O)[NH:10][C@H:11]1[CH2:16][CH2:15][CH2:14][C@@H:13]([O:17][Si:18]([C:21]([CH3:24])([CH3:23])[CH3:22])([CH3:20])[CH3:19])[CH2:12]1)C1C=CC=CC=1.[H][H]. Given the product [Si:18]([O:17][CH:13]1[CH2:14][CH2:15][CH2:16][CH:11]([NH2:10])[CH2:12]1)([C:21]([CH3:24])([CH3:23])[CH3:22])([CH3:20])[CH3:19], predict the reactants needed to synthesize it. (7) The reactants are: C(N(C(C)C)CC)(C)C.[N:10]1[CH:15]=[CH:14][C:13]([NH2:16])=[CH:12][N:11]=1.CN(C(ON1N=NC2C=CC=NC1=2)=[N+](C)C)C.F[P-](F)(F)(F)(F)F.[Br:41][C:42]1[CH:43]=[CH:44][C:45]([O:51][CH2:52][C:53]2[CH:58]=[CH:57][C:56]([F:59])=[CH:55][CH:54]=2)=[C:46]([CH:50]=1)[C:47](O)=[O:48]. Given the product [Br:41][C:42]1[CH:43]=[CH:44][C:45]([O:51][CH2:52][C:53]2[CH:58]=[CH:57][C:56]([F:59])=[CH:55][CH:54]=2)=[C:46]([CH:50]=1)[C:47]([NH:16][C:13]1[CH:14]=[CH:15][N:10]=[N:11][CH:12]=1)=[O:48], predict the reactants needed to synthesize it. (8) Given the product [F:1][C:2]1[C:3]([C:16]2[CH:24]=[CH:23][C:19]([C:20]([OH:22])=[O:21])=[CH:18][CH:17]=2)=[C:4]2[C:14]3[C:9](=[CH:10][N:11]=[C:12]([C:29]4[CH:28]=[N:27][N:26]([CH3:25])[CH:30]=4)[CH:13]=3)[NH:8][C:5]2=[N:6][CH:7]=1, predict the reactants needed to synthesize it. The reactants are: [F:1][C:2]1[C:3]([C:16]2[CH:24]=[CH:23][C:19]([C:20]([OH:22])=[O:21])=[CH:18][CH:17]=2)=[C:4]2[C:14]3[C:9](=[CH:10][N:11]=[C:12](Cl)[CH:13]=3)[NH:8][C:5]2=[N:6][CH:7]=1.[CH3:25][N:26]1[CH:30]=[C:29](B2OC(C)(C)C(C)(C)O2)[CH:28]=[N:27]1.C(=O)([O-])[O-].[Cs+].[Cs+].